This data is from CYP2C19 inhibition data for predicting drug metabolism from PubChem BioAssay. The task is: Regression/Classification. Given a drug SMILES string, predict its absorption, distribution, metabolism, or excretion properties. Task type varies by dataset: regression for continuous measurements (e.g., permeability, clearance, half-life) or binary classification for categorical outcomes (e.g., BBB penetration, CYP inhibition). Dataset: cyp2c19_veith. (1) The drug is CSc1ccccc1NC(=O)CSCc1ccc(C)cc1. The result is 1 (inhibitor). (2) The compound is COc1ccc(NC(=O)CN2CCN(CC(=O)Nc3ccccc3Cl)CC2)cc1. The result is 1 (inhibitor). (3) The drug is C/C(=N/NS(=O)(=O)c1ccc(C)cc1)c1cccc(NC(=O)c2cccc(Cl)c2)c1. The result is 1 (inhibitor). (4) The compound is O=C(c1cnccn1)N1CCC[C@@]2(CCN(Cc3nccs3)C2)C1. The result is 0 (non-inhibitor). (5) The drug is Cc1ccc(CN(C(=O)c2cc3ccccc3oc2=O)C2CCS(=O)(=O)C2)cc1. The result is 1 (inhibitor). (6) The drug is O=C(CSc1nc2ccccc2c(=O)n1NC(=O)Cc1ccccc1)NCc1ccccc1Cl. The result is 1 (inhibitor). (7) The result is 1 (inhibitor). The molecule is Nc1c(C(=O)NCC2CCCO2)c2nc3ccccc3nc2n1-c1ccccc1.